The task is: Predict the reaction yield, written as a fraction of the theoretical maximum amount of product (1.0 means a 100% yield; for example, 0.34 means a 34% yield).. This data is from Reaction yield outcomes from USPTO patents with 853,638 reactions. The yield is 0.570. The catalyst is C(O)C. The reactants are [NH2:1][C:2]1[N:7]=[CH:6][N:5]=[C:4]2[N:8]([CH2:25][C@H:26]3[CH2:30][CH2:29][CH2:28][N:27]3[C:31](=[O:35])[CH2:32][C:33]#[N:34])[N:9]=[C:10]([C:11]3[CH:16]=[CH:15][C:14]([O:17][C:18]4[CH:23]=[CH:22][CH:21]=[CH:20][CH:19]=4)=[CH:13][C:12]=3[F:24])[C:3]=12.[CH:36]([C@@H:38]1[CH2:42][CH2:41][CH2:40][N:39]1[C:43]([O:45][C:46]([CH3:49])([CH3:48])[CH3:47])=[O:44])=O.N1CCCCC1. The product is [NH2:1][C:2]1[N:7]=[CH:6][N:5]=[C:4]2[N:8]([CH2:25][C@H:26]3[CH2:30][CH2:29][CH2:28][N:27]3[C:31](=[O:35])[C:32]([C:33]#[N:34])=[CH:36][C@@H:38]3[CH2:42][CH2:41][CH2:40][N:39]3[C:43]([O:45][C:46]([CH3:47])([CH3:49])[CH3:48])=[O:44])[N:9]=[C:10]([C:11]3[CH:16]=[CH:15][C:14]([O:17][C:18]4[CH:19]=[CH:20][CH:21]=[CH:22][CH:23]=4)=[CH:13][C:12]=3[F:24])[C:3]=12.